From a dataset of Reaction yield outcomes from USPTO patents with 853,638 reactions. Predict the reaction yield, written as a fraction of the theoretical maximum amount of product (1.0 means a 100% yield; for example, 0.34 means a 34% yield). The reactants are [Br:1][C:2]1[CH:7]=[CH:6][C:5]([NH:8][C:9]2[N:10]([CH3:19])[C:11](=[O:18])[CH:12]=[CH:13][C:14]=2[C:15]([OH:17])=O)=[C:4]([F:20])[CH:3]=1.CCN=C=NCCCN(C)C.C1C=CC2N(O)N=NC=2C=1.[CH:42]1([CH2:45][O:46][NH2:47])[CH2:44][CH2:43]1.CCN(CC)CC. The catalyst is CC(N(C)C)=O.CCOC(C)=O. The product is [CH:42]1([CH2:45][O:46][NH:47][C:15]([C:14]2[CH:13]=[CH:12][C:11](=[O:18])[N:10]([CH3:19])[C:9]=2[NH:8][C:5]2[CH:6]=[CH:7][C:2]([Br:1])=[CH:3][C:4]=2[F:20])=[O:17])[CH2:44][CH2:43]1. The yield is 0.570.